The task is: Predict the reaction yield, written as a fraction of the theoretical maximum amount of product (1.0 means a 100% yield; for example, 0.34 means a 34% yield).. This data is from Reaction yield outcomes from USPTO patents with 853,638 reactions. The reactants are S(=O)(=O)(O)[OH:2].[S:6]1[C:10]2[CH:11]=[C:12]([NH:15][C:16](=[O:20])[CH:17]=NO)[CH:13]=[CH:14][C:9]=2[N:8]=[CH:7]1. The catalyst is O. The product is [S:6]1[C:10]2[C:9](=[CH:14][CH:13]=[C:12]3[C:11]=2[C:17](=[O:2])[C:16](=[O:20])[NH:15]3)[N:8]=[CH:7]1. The yield is 0.460.